Dataset: Drug-target binding data from BindingDB using Kd measurements. Task: Regression. Given a target protein amino acid sequence and a drug SMILES string, predict the binding affinity score between them. We predict pKd (pKd = -log10(Kd in M); higher means stronger binding). Dataset: bindingdb_kd. (1) The compound is Cc1sc2c(c1C)C(c1ccc(Cl)cc1)=N[C@H](CC(=O)OC(C)(C)C)c1nnc(C)n1-2. The target protein sequence is PEVSNPSKPGRKTNQLQYMQNVVVKTLWKHQFAWPFYQPVDAIKLNLPDYHKIIKNPMDMGTIKKRLENNYYWSASECMQDFNTMFTNCYIYNKPTDDIVLMAQALEKIFLQKVAQMPQEE. The pKd is 7.8. (2) The small molecule is NS(=O)(=O)c1ccc(C(=O)CSc2ncccn2)cc1. The target protein (P00917) has sequence MAHSDWGYDSPNGPEWVKLYPIANGNNQSPIDIKTSETKHDTSLKPFSVSYDPATAKEIVNVGHSFQVKFEDSDNRSVLKDGPLPGSYRLVQFHFHWGSTDDYGSEHTVDGVKYSAELHLVHWNSSKYSSFDEASSQADGLAILGVLMKVGEANPKLQKVLDALNEVKTKGKKAPFKNFDPSSLLPSSPDYWTYSGSLTHPPLYESVTWIVCKENISISSQQLSQFRSLLSNVEGGKAVPIQHNNRPPQPLKGRTVRAFF. The pKd is 8.3. (3) The drug is O=C1c2cc(F)ccc2-c2cc(F)c([N+](=O)[O-])cc21. The target protein (P9WIK2) has sequence MSGETTRLTEPQLRELAARGAAELDGATATDMLRWTDETFGDIGGAGGGVSGHRGWTTCNYVVASNMADAVLVDLAAKVRPGVPVIFLDTGYHFVETIGTRDAIESVYDVRVLNVTPEHTVAEQDELLGKDLFARNPHECCRLRKVVPLGKTLRGYSAWVTGLRRVDAPTRANAPLVSFDETFKLVKVNPLAAWTDQDVQEYIADNDVLVNPLVREGYPSIGCAPCTAKPAEGADPRSGRWQGLAKTECGLHAS. The pKd is 4.3. (4) The compound is C=CC(=O)Nc1cc2c(Nc3ccc(F)c(Cl)c3)ncnc2cc1OCCCN1CCOCC1. The target protein (P07947) has sequence MGCIKSKENKSPAIKYRPENTPEPVSTSVSHYGAEPTTVSPCPSSSAKGTAVNFSSLSMTPFGGSSGVTPFGGASSSFSVVPSSYPAGLTGGVTIFVALYDYEARTTEDLSFKKGERFQIINNTEGDWWEARSIATGKNGYIPSNYVAPADSIQAEEWYFGKMGRKDAERLLLNPGNQRGIFLVRESETTKGAYSLSIRDWDEIRGDNVKHYKIRKLDNGGYYITTRAQFDTLQKLVKHYTEHADGLCHKLTTVCPTVKPQTQGLAKDAWEIPRESLRLEVKLGQGCFGEVWMGTWNGTTKVAIKTLKPGTMMPEAFLQEAQIMKKLRHDKLVPLYAVVSEEPIYIVTEFMSKGSLLDFLKEGDGKYLKLPQLVDMAAQIADGMAYIERMNYIHRDLRAANILVGENLVCKIADFGLARLIEDNEYTARQGAKFPIKWTAPEAALYGRFTIKSDVWSFGILQTELVTKGRVPYPGMVNREVLEQVERGYRMPCPQGCPES.... The pKd is 5.8.